Regression. Given two drug SMILES strings and cell line genomic features, predict the synergy score measuring deviation from expected non-interaction effect. From a dataset of NCI-60 drug combinations with 297,098 pairs across 59 cell lines. (1) Drug 1: CN1C(=O)N2C=NC(=C2N=N1)C(=O)N. Drug 2: C1CC(=O)NC(=O)C1N2C(=O)C3=CC=CC=C3C2=O. Cell line: SN12C. Synergy scores: CSS=2.19, Synergy_ZIP=0.499, Synergy_Bliss=3.56, Synergy_Loewe=0.559, Synergy_HSA=0.435. (2) Drug 1: CS(=O)(=O)CCNCC1=CC=C(O1)C2=CC3=C(C=C2)N=CN=C3NC4=CC(=C(C=C4)OCC5=CC(=CC=C5)F)Cl. Drug 2: CC12CCC3C(C1CCC2OP(=O)(O)O)CCC4=C3C=CC(=C4)OC(=O)N(CCCl)CCCl.[Na+]. Cell line: SR. Synergy scores: CSS=19.3, Synergy_ZIP=8.43, Synergy_Bliss=9.52, Synergy_Loewe=5.60, Synergy_HSA=6.57. (3) Drug 1: C1=CC(=CC=C1CCC2=CNC3=C2C(=O)NC(=N3)N)C(=O)NC(CCC(=O)O)C(=O)O. Drug 2: C(CC(=O)O)C(=O)CN.Cl. Cell line: HL-60(TB). Synergy scores: CSS=58.2, Synergy_ZIP=7.20, Synergy_Bliss=5.27, Synergy_Loewe=-17.4, Synergy_HSA=4.88. (4) Drug 1: CNC(=O)C1=CC=CC=C1SC2=CC3=C(C=C2)C(=NN3)C=CC4=CC=CC=N4. Drug 2: CC1=C(N=C(N=C1N)C(CC(=O)N)NCC(C(=O)N)N)C(=O)NC(C(C2=CN=CN2)OC3C(C(C(C(O3)CO)O)O)OC4C(C(C(C(O4)CO)O)OC(=O)N)O)C(=O)NC(C)C(C(C)C(=O)NC(C(C)O)C(=O)NCCC5=NC(=CS5)C6=NC(=CS6)C(=O)NCCC[S+](C)C)O. Cell line: OVCAR3. Synergy scores: CSS=-2.70, Synergy_ZIP=-1.50, Synergy_Bliss=-7.17, Synergy_Loewe=-21.4, Synergy_HSA=-10.1. (5) Drug 1: C1CC(=O)NC(=O)C1N2CC3=C(C2=O)C=CC=C3N. Drug 2: C1=NNC2=C1C(=O)NC=N2. Cell line: TK-10. Synergy scores: CSS=6.65, Synergy_ZIP=0.676, Synergy_Bliss=7.57, Synergy_Loewe=5.31, Synergy_HSA=5.90. (6) Drug 1: C1C(C(OC1N2C=NC3=C(N=C(N=C32)Cl)N)CO)O. Drug 2: COCCOC1=C(C=C2C(=C1)C(=NC=N2)NC3=CC=CC(=C3)C#C)OCCOC.Cl. Cell line: HT29. Synergy scores: CSS=19.7, Synergy_ZIP=-3.80, Synergy_Bliss=-0.797, Synergy_Loewe=-7.91, Synergy_HSA=-2.21. (7) Drug 1: CC1=C(C=C(C=C1)NC2=NC=CC(=N2)N(C)C3=CC4=NN(C(=C4C=C3)C)C)S(=O)(=O)N.Cl. Drug 2: CN(C)C1=NC(=NC(=N1)N(C)C)N(C)C. Cell line: HOP-92. Synergy scores: CSS=0.201, Synergy_ZIP=-0.770, Synergy_Bliss=-1.13, Synergy_Loewe=-3.05, Synergy_HSA=-2.07. (8) Synergy scores: CSS=19.5, Synergy_ZIP=-5.47, Synergy_Bliss=-3.53, Synergy_Loewe=0.616, Synergy_HSA=-1.29. Drug 2: N.N.Cl[Pt+2]Cl. Cell line: MDA-MB-435. Drug 1: CC(C)CN1C=NC2=C1C3=CC=CC=C3N=C2N. (9) Drug 1: CCCS(=O)(=O)NC1=C(C(=C(C=C1)F)C(=O)C2=CNC3=C2C=C(C=N3)C4=CC=C(C=C4)Cl)F. Drug 2: CC1=C(C=C(C=C1)C(=O)NC2=CC(=CC(=C2)C(F)(F)F)N3C=C(N=C3)C)NC4=NC=CC(=N4)C5=CN=CC=C5. Cell line: BT-549. Synergy scores: CSS=-5.42, Synergy_ZIP=5.86, Synergy_Bliss=5.84, Synergy_Loewe=-1.53, Synergy_HSA=-0.748. (10) Drug 1: COC1=CC(=CC(=C1O)OC)C2C3C(COC3=O)C(C4=CC5=C(C=C24)OCO5)OC6C(C(C7C(O6)COC(O7)C8=CC=CS8)O)O. Drug 2: CC1C(C(CC(O1)OC2CC(CC3=C2C(=C4C(=C3O)C(=O)C5=C(C4=O)C(=CC=C5)OC)O)(C(=O)C)O)N)O.Cl. Cell line: HCT-15. Synergy scores: CSS=58.6, Synergy_ZIP=-1.70, Synergy_Bliss=3.64, Synergy_Loewe=2.34, Synergy_HSA=4.04.